This data is from Forward reaction prediction with 1.9M reactions from USPTO patents (1976-2016). The task is: Predict the product of the given reaction. (1) Given the reactants C(O)(C(F)(F)F)=O.[F:8][CH:9]([F:43])[C:10]1[CH:15]=[CH:14][N:13]=[C:12]([NH:16][C:17]2[CH:18]=[C:19]([C:24]3[N:25]=[N:26][N:27]([CH2:29][CH:30]4[O:35][CH2:34][CH2:33][N:32](C(OC(C)(C)C)=O)[CH2:31]4)[CH:28]=3)[CH:20]=[C:21]([CH3:23])[CH:22]=2)[N:11]=1, predict the reaction product. The product is: [F:43][CH:9]([F:8])[C:10]1[CH:15]=[CH:14][N:13]=[C:12]([NH:16][C:17]2[CH:18]=[C:19]([C:24]3[N:25]=[N:26][N:27]([CH2:29][CH:30]4[O:35][CH2:34][CH2:33][NH:32][CH2:31]4)[CH:28]=3)[CH:20]=[C:21]([CH3:23])[CH:22]=2)[N:11]=1. (2) Given the reactants [CH:1]1[C:6]2[O:7][C:8]3[CH:13]=[CH:12][CH:11]=[CH:10][C:9]=3[C:5]=2[CH:4]=[C:3]([C:14]([O:16]C)=[O:15])[N:2]=1.[OH-].[Na+], predict the reaction product. The product is: [CH:1]1[C:6]2[O:7][C:8]3[CH:13]=[CH:12][CH:11]=[CH:10][C:9]=3[C:5]=2[CH:4]=[C:3]([C:14]([OH:16])=[O:15])[N:2]=1. (3) Given the reactants [CH3:1][CH2:2][CH2:3][CH2:4][CH2:5][CH2:6][CH2:7][CH2:8][CH2:9][CH2:10][CH2:11][C@@H:12]([OH:84])[CH2:13][C:14](N/C(/C(N[C@@H]1C(=O)N[C@H]([C@H](O)C)C(=O)N[C@H](CC2C=CC(O)=CC=2)C(=O)N[C@H](CCC(N)=O)C(=O)NCC(=O)N/C(=C\C)/C(=O)N[C@@H]([C@@H](O)C)C(=O)N[C@@H](CC2NC=NC=2)C(=O)O[C@@H]1C)=O)=C\C)=[O:15].Cl.C1([OH:92])C=CC=CC=1, predict the reaction product. The product is: [OH:84][CH:12]([CH2:11][CH2:10][CH2:9][CH2:8][CH2:7][CH2:6][CH2:5][CH2:4][CH2:3][CH2:2][CH3:1])[CH2:13][C:14]([OH:15])=[O:92]. (4) Given the reactants C(C1[C:8]([C:9]([F:12])([F:11])[F:10])=[CH:7][CH:6]=[CH:5][N:4]=1)#N.[CH3:13][Mg]I.C([O:18][CH2:19][CH3:20])C.Cl, predict the reaction product. The product is: [C:19]([C:20]1[C:8]([C:9]([F:12])([F:11])[F:10])=[CH:7][CH:6]=[CH:5][N:4]=1)(=[O:18])[CH3:13].